Dataset: HIV replication inhibition screening data with 41,000+ compounds from the AIDS Antiviral Screen. Task: Binary Classification. Given a drug SMILES string, predict its activity (active/inactive) in a high-throughput screening assay against a specified biological target. (1) The molecule is CC(Cl)=NOC(=O)Nc1ccc(F)c([N+](=O)[O-])c1. The result is 0 (inactive). (2) The drug is S=C(NN=C(c1ccccc1)c1ccccn1)Nc1ccccc1. The result is 0 (inactive). (3) The molecule is Cc1cc2c(C(C)C)c(O)c(O)c(C=NC(C)c3ccccc3)c2c(O)c1-c1c(C)cc2c(C(C)C)c(O)c(O)c(C=NC(C)c3ccccc3)c2c1O. The result is 0 (inactive). (4) The drug is Cc1cc(N(CCC#N)CCC#N)ccc1C=Nc1ccc(C(=O)NN2C(=O)C(=Cc3ccc(N(CCC#N)CCC#N)cc3)N=C2c2cc([N+](=O)[O-])ccc2Cl)cc1. The result is 0 (inactive). (5) The drug is Nc1nc(N)nc(CC(=O)O)n1. The result is 0 (inactive). (6) The result is 0 (inactive). The compound is CN1C(=O)OC2CCC=CCCC2C1c1ccccc1. (7) The result is 0 (inactive). The molecule is CCOC(=O)C1(CC=C(C)Cl)CCCC1=O. (8) The drug is Cn1c2c(c3ccccc31)CCN1C(=O)CCC21. The result is 0 (inactive). (9) The molecule is O=C1Nc2ccccc2C1=NNc1nc(-c2ccccc2)cs1. The result is 0 (inactive).